From a dataset of Full USPTO retrosynthesis dataset with 1.9M reactions from patents (1976-2016). Predict the reactants needed to synthesize the given product. (1) Given the product [Cl:1][C:2]1[CH:7]=[C:6]([Cl:8])[CH:5]=[CH:4][C:3]=1[CH2:9][O:10][C:11]1[CH:12]=[CH:13][C:14]([CH2:17][S:30][C:27]2[CH:28]=[CH:29][C:24]([O:23][CH2:22][C:21]([OH:32])=[O:20])=[C:25]([CH3:31])[CH:26]=2)=[CH:15][CH:16]=1, predict the reactants needed to synthesize it. The reactants are: [Cl:1][C:2]1[CH:7]=[C:6]([Cl:8])[CH:5]=[CH:4][C:3]=1[CH2:9][O:10][C:11]1[CH:16]=[CH:15][C:14]([CH2:17]Cl)=[CH:13][CH:12]=1.C[O:20][C:21](=[O:32])[CH2:22][O:23][C:24]1[CH:29]=[CH:28][C:27]([SH:30])=[CH:26][C:25]=1[CH3:31]. (2) Given the product [Cl:13][C:10]1[C:9]2[C:4](=[CH:5][C:6]([F:15])=[CH:7][C:8]=2[F:14])[N:3]=[C:2]([C:20]2[CH:21]=[N:22][C:17]([F:16])=[CH:18][CH:19]=2)[C:11]=1[CH3:12], predict the reactants needed to synthesize it. The reactants are: Cl[C:2]1[C:11]([CH3:12])=[C:10]([Cl:13])[C:9]2[C:4](=[CH:5][C:6]([F:15])=[CH:7][C:8]=2[F:14])[N:3]=1.[F:16][C:17]1[N:22]=[CH:21][C:20](B(O)O)=[CH:19][CH:18]=1.C(=O)([O-])[O-].[K+].[K+]. (3) Given the product [Br:26][C:23]1[CH:24]=[CH:25][C:20]([NH:19][C:10]2[C:9]([C:7]3[O:4][C:3]([CH2:2][Cl:1])=[N:5][N:6]=3)=[CH:14][N:13]3[CH:15]=[CH:16][N:17]=[C:12]3[C:11]=2[Cl:18])=[C:21]([F:27])[CH:22]=1, predict the reactants needed to synthesize it. The reactants are: [Cl:1][CH2:2][C:3]([NH:5][NH:6][C:7]([C:9]1[C:10]([NH:19][C:20]2[CH:25]=[CH:24][C:23]([Br:26])=[CH:22][C:21]=2[F:27])=[C:11]([Cl:18])[C:12]2[N:13]([CH:15]=[CH:16][N:17]=2)[CH:14]=1)=O)=[O:4]. (4) Given the product [Cl:14][C:15]1[CH:21]=[CH:20][C:18]([NH:19][C:5](=[O:7])[C:4]2[C:8]([OH:12])=[C:9]([Br:11])[CH:10]=[C:2]([Br:1])[C:3]=2[OH:13])=[CH:17][CH:16]=1, predict the reactants needed to synthesize it. The reactants are: [Br:1][C:2]1[C:3]([OH:13])=[C:4]([C:8]([OH:12])=[C:9]([Br:11])[CH:10]=1)[C:5]([OH:7])=O.[Cl:14][C:15]1[CH:21]=[CH:20][C:18]([NH2:19])=[CH:17][CH:16]=1.P(Cl)(Cl)Cl. (5) Given the product [NH2:24][CH:23]1[CH:19]2[O:18][CH2:17][CH:16]([NH:15][C:3]3[C:2]([Cl:1])=[CH:7][N:6]=[C:5]([NH:8][C:9]4[CH:10]=[N:11][N:12]([CH3:14])[CH:13]=4)[N:4]=3)[CH:20]2[O:21][CH2:22]1, predict the reactants needed to synthesize it. The reactants are: [Cl:1][C:2]1[C:3]([NH:15][CH:16]2[CH:20]3[O:21][CH2:22][CH:23]([N:24]4C(=O)C5C(=CC=CC=5)C4=O)[CH:19]3[O:18][CH2:17]2)=[N:4][C:5]([NH:8][C:9]2[CH:10]=[N:11][N:12]([CH3:14])[CH:13]=2)=[N:6][CH:7]=1.O.NN.